Dataset: Peptide-MHC class I binding affinity with 185,985 pairs from IEDB/IMGT. Task: Regression. Given a peptide amino acid sequence and an MHC pseudo amino acid sequence, predict their binding affinity value. This is MHC class I binding data. The peptide sequence is QVFKGVVIR. The MHC is HLA-B35:01 with pseudo-sequence HLA-B35:01. The binding affinity (normalized) is 0.0847.